Dataset: Reaction yield outcomes from USPTO patents with 853,638 reactions. Task: Predict the reaction yield, written as a fraction of the theoretical maximum amount of product (1.0 means a 100% yield; for example, 0.34 means a 34% yield). (1) The reactants are [CH3:1][N:2]1[C:6]([C:7]([OH:9])=O)=[CH:5][N:4]=[N:3]1.CN(C)C=O.C(Cl)(=O)C(Cl)=O.[NH2:21][C:22]1[CH:23]=[C:24]([CH:41]=[CH:42][CH:43]=1)[O:25][C:26]1[CH:27]=[CH:28][C:29]2[N:30]([CH:32]=[C:33]([NH:35][C:36]([CH:38]3[CH2:40][CH2:39]3)=[O:37])[N:34]=2)[N:31]=1. The catalyst is CN(C)C(=O)C.O1CCCC1. The product is [CH:38]1([C:36]([NH:35][C:33]2[N:34]=[C:29]3[CH:28]=[CH:27][C:26]([O:25][C:24]4[CH:23]=[C:22]([NH:21][C:7]([C:6]5[N:2]([CH3:1])[N:3]=[N:4][CH:5]=5)=[O:9])[CH:43]=[CH:42][CH:41]=4)=[N:31][N:30]3[CH:32]=2)=[O:37])[CH2:39][CH2:40]1. The yield is 0.670. (2) The reactants are Br[C:2]1[CH:7]=[C:6]([F:8])[CH:5]=[CH:4][C:3]=1[F:9].CCCCCC.C([Li])CCC.[CH3:21][S:22]([CH2:25][CH2:26][CH2:27][CH2:28][CH:29]=[O:30])(=[O:24])=[O:23]. The catalyst is C(OCC)(=O)C.C(OCC)C.O1CCCC1. The yield is 0.370. The product is [F:9][C:3]1[CH:4]=[CH:5][C:6]([F:8])=[CH:7][C:2]=1[CH:29]([OH:30])[CH2:28][CH2:27][CH2:26][CH2:25][S:22]([CH3:21])(=[O:24])=[O:23]. (3) The reactants are Br[C:2]1[CH:3]=[C:4]2[C:8](=[CH:9][C:10]=1[S:11]([NH:14][C:15]([C:17]1[CH:22]=[CH:21][C:20]([N:23]3[C:27]([CH3:28])=[C:26]([Cl:29])[C:25]([C:30]([N:32]([CH2:37][CH2:38][CH2:39][CH3:40])[CH2:33][CH2:34][CH2:35][CH3:36])=[O:31])=[N:24]3)=[C:19]([C:41]([N:43]3[CH2:52][CH2:51][C:50]4[C:45](=[CH:46][CH:47]=[CH:48][CH:49]=4)[CH2:44]3)=[O:42])[CH:18]=1)=[O:16])(=[O:13])=[O:12])[N:7]([CH2:53][CH3:54])[CH2:6][CH2:5]2.[CH:55](/B(O)O)=[CH:56]\[CH2:57][CH3:58].[O-]P(=O)=O.[K+]. The catalyst is O1CCOCC1.C1C=CC(/C=C/C(/C=C/C2C=CC=CC=2)=O)=CC=1.C1C=CC(/C=C/C(/C=C/C2C=CC=CC=2)=O)=CC=1.C1C=CC(/C=C/C(/C=C/C2C=CC=CC=2)=O)=CC=1.[Pd].[Pd].C(P(C(C)(C)C)[C-]1C=CC=C1)(C)(C)C.[C-]1(P(C(C)(C)C)C(C)(C)C)C=CC=C1.[Fe+2]. The product is [CH:55](/[C:2]1[CH:3]=[C:4]2[C:8](=[CH:9][C:10]=1[S:11]([NH:14][C:15]([C:17]1[CH:22]=[CH:21][C:20]([N:23]3[C:27]([CH3:28])=[C:26]([Cl:29])[C:25]([C:30]([N:32]([CH2:37][CH2:38][CH2:39][CH3:40])[CH2:33][CH2:34][CH2:35][CH3:36])=[O:31])=[N:24]3)=[C:19]([C:41]([N:43]3[CH2:52][CH2:51][C:50]4[C:45](=[CH:46][CH:47]=[CH:48][CH:49]=4)[CH2:44]3)=[O:42])[CH:18]=1)=[O:16])(=[O:12])=[O:13])[N:7]([CH2:53][CH3:54])[CH2:6][CH2:5]2)=[CH:56]\[CH2:57][CH3:58]. The yield is 0.640. (4) The reactants are Br[C:2]1[CH:15]=[CH:14][C:5]([O:6][Si:7]([C:10]([CH3:13])([CH3:12])[CH3:11])([CH3:9])[CH3:8])=[CH:4][C:3]=1[CH:16]([CH3:18])[CH3:17].C([Li])(C)(C)C.CN([CH:27]=[O:28])C. The product is [C:10]([Si:7]([CH3:9])([CH3:8])[O:6][C:5]1[CH:14]=[CH:15][C:2]([CH:27]=[O:28])=[C:3]([CH:16]([CH3:18])[CH3:17])[CH:4]=1)([CH3:13])([CH3:12])[CH3:11]. The catalyst is CCCCC.O. The yield is 0.550. (5) The reactants are [CH2:1]([C:4]1[CH:13]=[CH:12][C:7]2[N:8]=[C:9]([NH2:11])[S:10][C:6]=2[CH:5]=1)[CH2:2][CH3:3].Br[CH:15]([CH2:20][CH3:21])[C:16]([O:18]C)=[O:17].[CH3:22][C:23]1[CH:32]=[CH:31][C:26]2N=C(N)S[C:25]=2[CH:24]=1.BrC(CC)[C:35](OCC)=[O:36]. No catalyst specified. The product is [CH3:22][C:23]1[CH:32]=[CH:31][C:26]([C:35]([N:11]=[C:9]2[N:8]([CH:15]([CH2:20][CH3:21])[C:16]([OH:18])=[O:17])[C:7]3[CH:12]=[CH:13][C:4]([CH2:1][CH2:2][CH3:3])=[CH:5][C:6]=3[S:10]2)=[O:36])=[CH:25][CH:24]=1. The yield is 0.970. (6) The reactants are [Cl:1][C:2]1[CH:3]=[C:4]([NH:9][C:10]2[C:19]3[C:14](=[CH:15][C:16]([O:23][CH2:24][C:25]4([CH3:29])[CH2:28][O:27][CH2:26]4)=[C:17]([N+:20]([O-])=O)[CH:18]=3)[N:13]=[CH:12][N:11]=2)[CH:5]=[CH:6][C:7]=1[F:8].Cl.[OH-].[Na+]. The catalyst is C(O)C.[Fe]. The product is [Cl:1][C:2]1[CH:3]=[C:4]([NH:9][C:10]2[C:19]3[C:14](=[CH:15][C:16]([O:23][CH2:24][C:25]4([CH3:29])[CH2:28][O:27][CH2:26]4)=[C:17]([NH2:20])[CH:18]=3)[N:13]=[CH:12][N:11]=2)[CH:5]=[CH:6][C:7]=1[F:8]. The yield is 0.847.